From a dataset of Full USPTO retrosynthesis dataset with 1.9M reactions from patents (1976-2016). Predict the reactants needed to synthesize the given product. (1) Given the product [CH3:13][O:14][C:15]1[CH:16]=[C:17]([N:18]2[C:19]3[C:20](=[CH:32][C:33]([F:37])=[C:34]([F:36])[CH:35]=3)[C:21](=[O:22])[N:23]([O:24][CH2:25][C:26]3[CH:27]=[CH:28][CH:29]=[CH:30][CH:31]=3)[C:1]2=[O:2])[CH:38]=[CH:39][CH:40]=1, predict the reactants needed to synthesize it. The reactants are: [C:1](N1C=CN=C1)(N1C=CN=C1)=[O:2].[CH3:13][O:14][C:15]1[CH:16]=[C:17]([CH:38]=[CH:39][CH:40]=1)[NH:18][C:19]1[CH:35]=[C:34]([F:36])[C:33]([F:37])=[CH:32][C:20]=1[C:21]([NH:23][O:24][CH2:25][C:26]1[CH:31]=[CH:30][CH:29]=[CH:28][CH:27]=1)=[O:22]. (2) Given the product [CH3:28][C:20]1[C:19]2[C:18]([S:15]([N:12]3[CH2:13][CH2:14][CH:10]([NH:8][CH3:6])[CH2:11]3)(=[O:17])=[O:16])=[CH:27][CH:26]=[CH:25][C:24]=2[CH:23]=[N:22][CH:21]=1.[ClH:43], predict the reactants needed to synthesize it. The reactants are: C(O[C:6]([N:8]([CH:10]1[CH2:14][CH2:13][N:12]([S:15]([C:18]2[C:19]3[C:20]([CH3:28])=[CH:21][N:22]=[CH:23][C:24]=3[CH:25]=[CH:26][CH:27]=2)(=[O:17])=[O:16])[CH2:11]1)C)=O)(C)(C)C.CC1C2C(S([Cl:43])(=O)=O)=CC=CC=2C=NC=1.C(OC(N(C1CCNC1)C)=O)(C)(C)C.BrC1C2C(S(Cl)(=O)=O)=CC=CC=2C=NC=1.C(OC(N([C@H]1CCNC1)C)=O)(C)(C)C. (3) Given the product [NH2:31][C:27]1([CH3:30])[CH2:26][CH2:25][N:24]([C:22]([C:21]2[CH:39]=[CH:40][C:18]([C:15]3[CH:16]=[CH:17][C:12]4[N:13]([C:9]([C:6]5[CH:5]=[CH:4][C:3]([C:1]#[N:2])=[CH:8][CH:7]=5)=[CH:10][N:11]=4)[CH:14]=3)=[CH:19][CH:20]=2)=[O:23])[CH2:29][CH2:28]1, predict the reactants needed to synthesize it. The reactants are: [C:1]([C:3]1[CH:8]=[CH:7][C:6]([C:9]2[N:13]3[CH:14]=[C:15]([C:18]4[CH:40]=[CH:39][C:21]([C:22]([N:24]5[CH2:29][CH2:28][C:27]([NH:31]C(=O)OC(C)(C)C)([CH3:30])[CH2:26][CH2:25]5)=[O:23])=[CH:20][CH:19]=4)[CH:16]=[CH:17][C:12]3=[N:11][CH:10]=2)=[CH:5][CH:4]=1)#[N:2].C(O)(C(F)(F)F)=O. (4) Given the product [NH:47]1[CH:28]=[N:27][C:21]([C:20]2[N:25]=[CH:24][C:23]([C:2]3[N:3]=[C:4]4[N:11]([CH:12]5[CH2:17][CH2:16][O:15][CH2:14][CH2:13]5)[CH2:10][C:9](=[O:18])[NH:8][C:5]4=[N:6][CH:7]=3)=[CH:33][CH:32]=2)=[N:22]1, predict the reactants needed to synthesize it. The reactants are: Br[C:2]1[N:3]=[C:4]2[N:11]([CH:12]3[CH2:17][CH2:16][O:15][CH2:14][CH2:13]3)[CH2:10][C:9](=[O:18])[NH:8][C:5]2=[N:6][CH:7]=1.Br[C:20]1[C:21]([NH:27][C:28](=O)CI)=[N:22][CH:23]=[C:24](Br)[N:25]=1.[CH:32](N(C(C)C)CC)(C)[CH3:33].O1CCC([NH2:47])CC1. (5) Given the product [N+:31]([C:34]1[CH:35]=[C:36]([C:37]2[S:2][C:3]3[CH:28]=[C:27]([O:29][CH3:30])[CH:26]=[CH:25][C:4]=3[CH:5]=2)[CH:40]=[CH:41][N:42]=1)([O-:33])=[O:32], predict the reactants needed to synthesize it. The reactants are: [Br-].[SH:2][C:3]1[CH:28]=[C:27]([O:29][CH3:30])[CH:26]=[CH:25][C:4]=1[CH2:5][P+](C1C=CC=CC=1)(C1C=CC=CC=1)C1C=CC=CC=1.[N+:31]([C:34]1[CH:35]=[C:36]([CH:40]=[CH:41][N:42]=1)[C:37](Cl)=O)([O-:33])=[O:32].[N+](C1C=C(C2OC3C=C(OC)C=CC=3C=2)C=CN=1)([O-])=O. (6) Given the product [CH:18]1([C:2]2[CH:10]=[C:9]([C:11]([F:14])([F:13])[F:12])[CH:8]=[C:7]([F:15])[C:3]=2[C:4]([OH:6])=[O:5])[CH2:20][CH2:19]1, predict the reactants needed to synthesize it. The reactants are: F[C:2]1[CH:10]=[C:9]([C:11]([F:14])([F:13])[F:12])[CH:8]=[C:7]([F:15])[C:3]=1[C:4]([OH:6])=[O:5].Br[Mg][CH:18]1[CH2:20][CH2:19]1.[NH4+].[Cl-].